This data is from Reaction yield outcomes from USPTO patents with 853,638 reactions. The task is: Predict the reaction yield, written as a fraction of the theoretical maximum amount of product (1.0 means a 100% yield; for example, 0.34 means a 34% yield). (1) The reactants are [F:1][C:2]([F:11])([F:10])[C:3]1[CH:8]=[CH:7][C:6](Br)=[CH:5][CH:4]=1.P([O-])([O-])([O-])=[O:13].[K+].[K+].[K+].[C:20]1(P([C:20]2[CH:25]=[CH:24][CH:23]=[CH:22][CH:21]=2)[C:20]2[CH:25]=[CH:24][CH:23]=[CH:22][CH:21]=2)[CH:25]=[CH:24][CH:23]=[CH:22][CH:21]=1. The catalyst is C([O-])(=O)C.[Pd+2].C([O-])(=O)C. The product is [F:1][C:2]([F:11])([F:10])[C:3]1[CH:8]=[CH:7][C:6]([C:21]2[CH:22]=[CH:23][CH:24]=[CH:25][C:20]=2[OH:13])=[CH:5][CH:4]=1. The yield is 0.900. (2) The reactants are [O-]S(S([O-])=O)=O.[Na+].[Na+].[CH2:9]([O:16][C:17]1[CH:22]=[CH:21][C:20]([N+:23]([O-])=O)=[C:19]([F:26])[CH:18]=1)[C:10]1[CH:15]=[CH:14][CH:13]=[CH:12][CH:11]=1.C1COCC1.CCO. The catalyst is O. The product is [CH2:9]([O:16][C:17]1[CH:22]=[CH:21][C:20]([NH2:23])=[C:19]([F:26])[CH:18]=1)[C:10]1[CH:11]=[CH:12][CH:13]=[CH:14][CH:15]=1. The yield is 0.420. (3) The reactants are [OH:1][CH2:2][C:3]1[C:4](=[O:9])[NH:5][CH:6]=[CH:7][CH:8]=1.C(=O)([O-])[O-].[K+].[K+].I[CH2:17][CH2:18][CH2:19][CH3:20]. The catalyst is CN(C=O)C. The product is [CH2:17]([N:5]1[CH:6]=[CH:7][CH:8]=[C:3]([CH2:2][OH:1])[C:4]1=[O:9])[CH2:18][CH2:19][CH3:20]. The yield is 0.610. (4) The reactants are [NH2:1][N:2]1[CH:6]=[CH:5][C:4]([CH3:7])=[C:3]1[C:8]([NH:10][C:11]1[CH:16]=[CH:15][CH:14]=[CH:13][CH:12]=1)=[O:9].[C:17]([O:21][C:22]([NH:24][C@@H:25]([CH3:29])[C:26](O)=[O:27])=[O:23])([CH3:20])([CH3:19])[CH3:18]. No catalyst specified. The product is [CH3:7][C:4]1[CH:5]=[CH:6][N:2]([NH:1][C:26](=[O:27])[C@@H:25]([NH:24][C:22](=[O:23])[O:21][C:17]([CH3:19])([CH3:18])[CH3:20])[CH3:29])[C:3]=1[C:8](=[O:9])[NH:10][C:11]1[CH:12]=[CH:13][CH:14]=[CH:15][CH:16]=1. The yield is 0.230. (5) The reactants are Cl[C:2]1[CH:3]=[CH:4][C:5]2[O:14][C:13]3[C:8](=[N:9][CH:10]=[CH:11][CH:12]=3)[C:6]=2[CH:7]=1.[Br-].[N:16]1[CH:21]=[CH:20][CH:19]=[CH:18][C:17]=1[Zn+]. The catalyst is C(=O)(O)[O-].[Na+].C(OCC)(=O)C.C1C=CC(/C=C/C(/C=C/C2C=CC=CC=2)=O)=CC=1.C1C=CC(/C=C/C(/C=C/C2C=CC=CC=2)=O)=CC=1.C1C=CC(/C=C/C(/C=C/C2C=CC=CC=2)=O)=CC=1.[Pd].[Pd].CC(C1C=C(C(C)C)C(C2C=CC=CC=2P(C2CCCCC2)C2CCCCC2)=C(C(C)C)C=1)C. The product is [N:16]1[CH:21]=[CH:20][CH:19]=[CH:18][C:17]=1[C:2]1[CH:3]=[CH:4][C:5]2[O:14][C:13]3[C:8](=[N:9][CH:10]=[CH:11][CH:12]=3)[C:6]=2[CH:7]=1. The yield is 0.830.